From a dataset of Full USPTO retrosynthesis dataset with 1.9M reactions from patents (1976-2016). Predict the reactants needed to synthesize the given product. (1) Given the product [Cl:10][C:9]1[C:4]2[CH2:3][CH2:2][NH:1][CH:11]([CH2:12][C:13]([O:15][CH3:16])=[O:14])[C:5]=2[N:6]=[CH:7][CH:8]=1, predict the reactants needed to synthesize it. The reactants are: [NH2:1][CH2:2][CH2:3][C:4]1[C:5](/[CH:11]=[CH:12]/[C:13]([O:15][CH3:16])=[O:14])=[N:6][CH:7]=[CH:8][C:9]=1[Cl:10].C(N(CC)CC)C. (2) Given the product [CH3:75][O:74][C:71]1[CH:70]=[CH:69][C:68]([C:31]([C:28]2[CH:27]=[CH:26][C:25]([O:24][CH3:23])=[CH:30][CH:29]=2)([C:62]2[CH:63]=[CH:64][CH:65]=[CH:66][CH:67]=2)[O:32][CH2:33][C@H:34]2[O:38][C@@H:37]([N:39]3[C:59]4[N:58]=[C:46]([NH:47][C:48](=[O:57])[CH2:49][O:50][C:51]5[CH:56]=[CH:55][CH:54]=[CH:53][CH:52]=5)[NH:45][C:43](=[O:44])[C:42]=4[N:41]=[CH:40]3)[C@H:36]([OH:60])[C@@H:35]2[O:61][C:83](=[O:84])[NH:82][C:76]2[CH:81]=[CH:80][CH:79]=[CH:78][CH:77]=2)=[CH:73][CH:72]=1, predict the reactants needed to synthesize it. The reactants are: C([C@H]1COC(C2C=CC=C(C3OC[C@H](C(C)C)N=3)N=2)=N1)(C)C.[CH3:23][O:24][C:25]1[CH:30]=[CH:29][C:28]([C:31]([C:68]2[CH:73]=[CH:72][C:71]([O:74][CH3:75])=[CH:70][CH:69]=2)([C:62]2[CH:67]=[CH:66][CH:65]=[CH:64][CH:63]=2)[O:32][CH2:33][C@H:34]2[O:38][C@@H:37]([N:39]3[C:59]4[N:58]=[C:46]([NH:47][C:48](=[O:57])[CH2:49][O:50][C:51]5[CH:56]=[CH:55][CH:54]=[CH:53][CH:52]=5)[NH:45][C:43](=[O:44])[C:42]=4[N:41]=[CH:40]3)[C@H:36]([OH:60])[C@@H:35]2[OH:61])=[CH:27][CH:26]=1.[C:76]1([N:82]=[C:83]=[O:84])[CH:81]=[CH:80][CH:79]=[CH:78][CH:77]=1.C([O-])([O-])=O.[K+].[K+].COC1C=CC(C(C2C=CC(OC)=CC=2)(C2C=CC=CC=2)OC[C@H]2O[C@@H](N3C4N=C(NC(=O)COC5C=CC=CC=5)NC(=O)C=4N=C3)[C@H](OC(=O)NC3C=CC=CC=3)[C@@H]2O)=CC=1. (3) Given the product [Br:1][C:2]1[CH:10]=[CH:9][CH:8]=[C:7]2[C:3]=1[C:4]1([CH2:18][O:19][C:21]3[CH:22]=[C:23]4[C:24](=[CH:28][C:20]1=3)[CH2:25][CH2:26][O:27]4)[C:5](=[O:17])[N:6]2[CH2:11][C:12]([O:14][CH2:15][CH3:16])=[O:13], predict the reactants needed to synthesize it. The reactants are: [Br:1][C:2]1[CH:10]=[CH:9][CH:8]=[C:7]2[C:3]=1[C:4]([C:20]1[C:21](O)=[CH:22][C:23]3[O:27][CH2:26][CH2:25][C:24]=3[CH:28]=1)([CH2:18][OH:19])[C:5](=[O:17])[N:6]2[CH2:11][C:12]([O:14][CH2:15][CH3:16])=[O:13].ClC1C=CC(Cl)=C2C=1C(C1C(O)=CC3OCOC=3C=1)(CO)C(=O)N2CCCCC. (4) Given the product [OH:29][C@H:16]1[CH2:15][CH2:14][C@@:13]2([CH3:30])[C@@H:18]([CH2:19][CH2:20][C@:21]3([CH3:26])[C@@H:12]2[CH2:11][CH2:10][C@H:9]2[C@@:22]3([CH3:25])[CH2:23][CH2:24][C@@:7]3([C:31]([O:33][CH2:40][C:41]4[CH:46]=[CH:45][CH:44]=[CH:43][CH:42]=4)=[O:32])[CH2:6][CH2:5][C@@H:4]([C:2]([CH3:1])=[CH2:3])[C@@H:8]32)[C:17]1([CH3:27])[CH3:28], predict the reactants needed to synthesize it. The reactants are: [CH3:1][C:2]([C@H:4]1[C@@H:8]2[C@@H:9]3[C@@:22]([CH3:25])([CH2:23][CH2:24][C@@:7]2([C:31]([OH:33])=[O:32])[CH2:6][CH2:5]1)[C@@:21]1([CH3:26])[C@@H:12]([C@:13]2([CH3:30])[C@@H:18]([CH2:19][CH2:20]1)[C:17]([CH3:28])([CH3:27])[C@@H:16]([OH:29])[CH2:15][CH2:14]2)[CH2:11][CH2:10]3)=[CH2:3].C(=O)([O-])[O-].[K+].[K+].[CH2:40](Br)[C:41]1[CH:46]=[CH:45][CH:44]=[CH:43][CH:42]=1. (5) Given the product [OH:39][C@H:33]([CH2:32][CH2:31][CH2:30][CH2:29][CH2:28][CH2:27][CH2:26][CH2:25][CH2:24][CH2:23][CH2:22][CH:21]([CH3:40])[CH3:20])[CH2:34][C:35]([O:37][CH3:38])=[O:36], predict the reactants needed to synthesize it. The reactants are: O[C@H](CCCCCCCCCC(C)C)CC(OC)=O.[CH3:20][CH:21]([CH3:40])[CH2:22][CH:23]=[CH:24][CH2:25][CH2:26][CH2:27][CH2:28][CH2:29][CH2:30][CH2:31][CH2:32][C:33](=[O:39])[CH2:34][C:35]([O:37][CH3:38])=[O:36]. (6) The reactants are: [F:1][C:2]([F:17])([F:16])[C:3]1[C:11]2[CH2:10][CH2:9][CH2:8][CH2:7][C:6]=2[N:5]([CH2:12][C:13]([OH:15])=O)[N:4]=1.C(Cl)(=O)C(Cl)=O.[NH2:24][C:25]1[CH:35]=[CH:34][CH:33]=[CH:32][C:26]=1[C:27]([N:29]([CH3:31])[CH3:30])=[O:28].O. Given the product [CH3:30][N:29]([CH3:31])[C:27](=[O:28])[C:26]1[CH:32]=[CH:33][CH:34]=[CH:35][C:25]=1[NH:24][C:13](=[O:15])[CH2:12][N:5]1[C:6]2[CH2:7][CH2:8][CH2:9][CH2:10][C:11]=2[C:3]([C:2]([F:1])([F:17])[F:16])=[N:4]1, predict the reactants needed to synthesize it.